Dataset: Catalyst prediction with 721,799 reactions and 888 catalyst types from USPTO. Task: Predict which catalyst facilitates the given reaction. (1) The catalyst class is: 3. Product: [CH2:1]([O:3][C:4](=[O:25])[C:5]([CH3:24])([O:17][C:18]1[CH:23]=[CH:22][CH:21]=[CH:20][CH:19]=1)[CH2:6][C:7]1[CH:12]=[CH:11][C:10]([O:13][CH2:44][CH2:43][C:41]2[N:42]=[C:38]([C:34]3[CH:33]=[C:32]([C:57]4[CH:62]=[CH:61][CH:60]=[CH:59][CH:58]=4)[CH:37]=[CH:36][CH:35]=3)[O:39][C:40]=2[CH3:56])=[C:9]([CH2:14][CH2:15][CH3:16])[CH:8]=1)[CH3:2]. Reactant: [CH2:1]([O:3][C:4](=[O:25])[C:5]([CH3:24])([O:17][C:18]1[CH:23]=[CH:22][CH:21]=[CH:20][CH:19]=1)[CH2:6][C:7]1[CH:12]=[CH:11][C:10]([OH:13])=[C:9]([CH2:14][CH2:15][CH3:16])[CH:8]=1)[CH3:2].C(=O)([O-])[O-].[Cs+].[Cs+].[C:32]1([C:57]2[CH:62]=[CH:61][CH:60]=[CH:59][CH:58]=2)[CH:37]=[CH:36][CH:35]=[C:34]([C:38]2[O:39][C:40]([CH3:56])=[C:41]([CH2:43][CH2:44]OS(C3C=CC(C)=CC=3)(=O)=O)[N:42]=2)[CH:33]=1. (2) Reactant: [CH2:1]([O:3][C:4]([N:6]1[C:14]2[C:9](=[CH:10][CH:11]=[C:12]([Cl:15])[CH:13]=2)/[C:8](=[CH:16]/[C:17]2[CH:22]=[CH:21][CH:20]=[C:19]([Cl:23])[CH:18]=2)/[C:7]1=[O:24])=[O:5])[CH3:2].[F:25][C:26]1[CH:27]=[C:28]([CH:32]=[N:33][C:34]([O:36][Si](C)(C)C)=[CH2:35])[CH:29]=[CH:30][CH:31]=1. Product: [CH2:1]([O:3][C:4]([N:6]1[C:14]2[C:9](=[CH:10][CH:11]=[C:12]([Cl:15])[CH:13]=2)[C:8]2([CH:16]([C:17]3[CH:22]=[CH:21][CH:20]=[C:19]([Cl:23])[CH:18]=3)[CH2:35][C:34](=[O:36])[NH:33][CH:32]2[C:28]2[CH:29]=[CH:30][CH:31]=[C:26]([F:25])[CH:27]=2)[C:7]1=[O:24])=[O:5])[CH3:2]. The catalyst class is: 11. (3) Reactant: [CH3:1][C:2]1[O:6][C:5]([CH2:7][NH:8][C:9]2[CH:18]=[CH:17][C:16]3[C:11](=[CH:12][CH:13]=[CH:14][C:15]=3[CH2:19]O)[N:10]=2)=[CH:4][CH:3]=1.CS([Cl:25])(=O)=O.C(N(CC)C(C)C)(C)C. Product: [Cl:25][CH2:19][C:15]1[CH:14]=[CH:13][CH:12]=[C:11]2[C:16]=1[CH:17]=[CH:18][C:9]([NH:8][CH2:7][C:5]1[O:6][C:2]([CH3:1])=[CH:3][CH:4]=1)=[N:10]2. The catalyst class is: 7. (4) Product: [N:26]1[CH:27]=[CH:28][N:29]=[CH:30][C:25]=1[C:2]1[C:11]2[CH2:10][CH2:9][CH2:8][CH2:7][C:6]=2[N:5]=[C:4]([O:12][CH2:13][C:14]2[CH:19]=[CH:18][CH:17]=[CH:16][N:15]=2)[CH:3]=1. Reactant: Cl[C:2]1[C:11]2[CH2:10][CH2:9][CH2:8][CH2:7][C:6]=2[N:5]=[C:4]([O:12][CH2:13][C:14]2[CH:19]=[CH:18][CH:17]=[CH:16][N:15]=2)[CH:3]=1.C([Sn](CCCC)(CCCC)[C:25]1[CH:30]=[N:29][CH:28]=[CH:27][N:26]=1)CCC.CN(C=O)C. The catalyst class is: 535. (5) Reactant: C(N(C(C)C)CC)(C)C.[NH:10]1[CH2:15][CH2:14][CH:13]([C:16]([O:18][CH2:19][CH3:20])=[O:17])[CH2:12][CH2:11]1.Cl[C:22]1[CH:27]=[CH:26][CH:25]=[C:24]([O:28][CH3:29])[N:23]=1.O. Product: [CH3:29][O:28][C:24]1[N:23]=[C:22]([N:10]2[CH2:15][CH2:14][CH:13]([C:16]([O:18][CH2:19][CH3:20])=[O:17])[CH2:12][CH2:11]2)[CH:27]=[CH:26][CH:25]=1. The catalyst class is: 3. (6) Reactant: [F:1][C:2]([F:6])([F:5])[CH2:3][NH2:4].[Cl:7][C:8]1[CH:13]=[C:12]([C:14](Cl)=[O:15])[CH:11]=[C:10]([Cl:17])[N:9]=1.N1C=CC=CC=1.C(=O)([O-])O.[Na+]. Product: [Cl:7][C:8]1[CH:13]=[C:12]([CH:11]=[C:10]([Cl:17])[N:9]=1)[C:14]([NH:4][CH2:3][C:2]([F:6])([F:5])[F:1])=[O:15]. The catalyst class is: 4. (7) Reactant: Br[C:2]1[CH:7]=[CH:6][C:5]([Br:8])=[CH:4][N:3]=1.[C:9]1([OH:15])[CH:14]=[CH:13][CH:12]=[CH:11][CH:10]=1.CC(C)([O-])C.[K+]. Product: [Br:8][C:5]1[CH:6]=[CH:7][C:2]([O:15][C:9]2[CH:14]=[CH:13][CH:12]=[CH:11][CH:10]=2)=[N:3][CH:4]=1. The catalyst class is: 16.